The task is: Predict the product of the given reaction.. This data is from Forward reaction prediction with 1.9M reactions from USPTO patents (1976-2016). (1) The product is: [CH3:10][C:11]([CH3:15])([CH3:14])[CH2:12][NH:13][C:2]1[CH:7]=[C:6]([CH3:8])[N:5]=[C:4]([CH3:9])[N:3]=1. Given the reactants Cl[C:2]1[CH:7]=[C:6]([CH3:8])[N:5]=[C:4]([CH3:9])[N:3]=1.[CH3:10][C:11]([CH3:15])([CH3:14])[CH2:12][NH2:13].C(N(CC)CC)C.CN1C(=O)CCC1, predict the reaction product. (2) Given the reactants Cl[C:2]1[N:3]=[C:4]([NH:11][C:12]2[CH:17]=[CH:16][C:15]([O:18][CH3:19])=[C:14]([O:20][CH3:21])[CH:13]=2)[C:5]2[N:10]=[CH:9][S:8][C:6]=2[N:7]=1.Cl.[CH3:23][O:24][C:25]([CH:27]1[CH2:31][CH2:30][NH:29][CH2:28]1)=[O:26].CC(C1C=C(C(C)C)C(C2C=CC=CC=2P(C2CCCCC2)C2CCCCC2)=C(C(C)C)C=1)C.C([O-])([O-])=O.[Cs+].[Cs+], predict the reaction product. The product is: [CH3:21][O:20][C:14]1[CH:13]=[C:12]([NH:11][C:4]2[C:5]3[N:10]=[CH:9][S:8][C:6]=3[N:7]=[C:2]([N:29]3[CH2:30][CH2:31][CH:27]([C:25]([O:24][CH3:23])=[O:26])[CH2:28]3)[N:3]=2)[CH:17]=[CH:16][C:15]=1[O:18][CH3:19]. (3) Given the reactants [O:1]=[C:2]1[CH2:6][CH2:5][N:4]([C:7]([O:9][C:10]([CH3:13])([CH3:12])[CH3:11])=[O:8])[CH2:3]1.CO[CH:16](OC)[N:17]([CH3:19])[CH3:18], predict the reaction product. The product is: [CH3:16][N:17](/[CH:19]=[C:6]1/[CH2:5][N:4]([C:7]([O:9][C:10]([CH3:13])([CH3:12])[CH3:11])=[O:8])[CH2:3][C:2]/1=[O:1])[CH3:18]. (4) Given the reactants BrC1C=CC=C2C=1C(C1C(O)=CC3OCOC=3C=1)[C:5](=[O:16])N2CCCCC.[C:27]1([CH:33]([C:56]2[CH:61]=[CH:60][CH:59]=[CH:58][CH:57]=2)[N:34]2[C:42]3[C:37](=[CH:38][CH:39]=[CH:40][CH:41]=3)[CH:36]([C:43]3[CH:48]=[CH:47][C:46]([O:49][C:50]([F:53])([F:52])[F:51])=[CH:45][C:44]=3[OH:54])[C:35]2=[O:55])[CH:32]=[CH:31][CH:30]=[CH:29][CH:28]=1, predict the reaction product. The product is: [C:27]1([CH:33]([C:56]2[CH:61]=[CH:60][CH:59]=[CH:58][CH:57]=2)[N:34]2[C:42]3[C:37](=[CH:38][CH:39]=[CH:40][CH:41]=3)[C:36]([CH2:5][OH:16])([C:43]3[CH:48]=[CH:47][C:46]([O:49][C:50]([F:52])([F:53])[F:51])=[CH:45][C:44]=3[OH:54])[C:35]2=[O:55])[CH:28]=[CH:29][CH:30]=[CH:31][CH:32]=1. (5) Given the reactants [CH2:1](O)[CH2:2][O:3][CH2:4][CH2:5]O.[H-].[Na+].[Cl:10][C:11]1[N:12]=[C:13]([N:27]2[CH2:32][CH2:31][O:30][CH2:29][CH2:28]2)[C:14]2[S:19][C:18]([C:20]3[CH:21]=[N:22][C:23](F)=[CH:24][CH:25]=3)=[CH:17][C:15]=2[N:16]=1, predict the reaction product. The product is: [Cl:10][C:11]1[N:12]=[C:13]([N:27]2[CH2:32][CH2:31][O:30][CH2:29][CH2:28]2)[C:14]2[S:19][C:18]([C:20]3[CH:25]=[CH:24][C:23]([O:30][CH2:29][CH2:28][N:27]4[CH2:1][CH2:2][O:3][CH2:4][CH2:5]4)=[N:22][CH:21]=3)=[CH:17][C:15]=2[N:16]=1. (6) Given the reactants [OH:1][C:2]1[CH:10]=[CH:9][CH:8]=[C:7]2[C:3]=1[CH:4]=[CH:5][N:6]2[CH3:11].[CH3:12][O:13][C:14]1[CH:15]=[C:16]([CH:19]=[C:20]([O:22][CH3:23])[CH:21]=1)[CH:17]=O.[C:24](#[N:28])[CH2:25][C:26]#[N:27], predict the reaction product. The product is: [NH2:28][C:24]1[O:1][C:2]2[C:10]([CH:17]([C:16]3[CH:15]=[C:14]([O:13][CH3:12])[CH:21]=[C:20]([O:22][CH3:23])[CH:19]=3)[C:25]=1[C:26]#[N:27])=[CH:9][CH:8]=[C:7]1[N:6]([CH3:11])[CH:5]=[CH:4][C:3]=21. (7) Given the reactants B([C:4]1[CH:15]=[C:14]([C:16]([F:19])([F:18])[F:17])[CH:13]=[CH:12][C:5]=1[O:6][C@@H:7]([CH3:11])[C:8]([OH:10])=[O:9])(O)O.Br[C:21]1[CH:22]=[C:23]([CH:26]=[CH:27][CH:28]=1)[C:24]#[N:25], predict the reaction product. The product is: [C:24]([C:23]1[CH:22]=[C:21]([C:4]2[CH:15]=[C:14]([C:16]([F:19])([F:18])[F:17])[CH:13]=[CH:12][C:5]=2[O:6][C@@H:7]([CH3:11])[C:8]([OH:10])=[O:9])[CH:28]=[CH:27][CH:26]=1)#[N:25]. (8) Given the reactants C([Mg]Cl)(C)C.[CH3:6][O:7][C:8]1[CH:23]=[C:22]([O:24][CH3:25])[CH:21]=[CH:20][C:9]=1[CH2:10][N:11]1[C:15](=[O:16])[CH2:14][CH:13]([C:17]([O-:19])=O)[CH2:12]1.[CH3:26][O:27][NH:28][CH3:29].O, predict the reaction product. The product is: [CH3:6][O:7][C:8]1[CH:23]=[C:22]([O:24][CH3:25])[CH:21]=[CH:20][C:9]=1[CH2:10][N:11]1[C:15](=[O:16])[CH2:14][CH:13]([C:17]([N:28]([O:27][CH3:26])[CH3:29])=[O:19])[CH2:12]1. (9) Given the reactants [Br:1][C:2]1[CH:3]=[C:4]2[C:14](=[CH:15][CH:16]=1)[O:13][C:7]1([CH2:12][CH2:11][CH2:10][CH2:9][CH2:8]1)[CH2:6][C:5]2=[O:17].[Br-].[CH2:19]1COC[CH2:20]1, predict the reaction product. The product is: [Br:1][C:2]1[CH:3]=[C:4]2[C:14](=[CH:15][CH:16]=1)[O:13][C:7]1([CH2:8][CH2:9][CH2:10][CH2:11][CH2:12]1)[CH2:6][C:5]2([CH:19]=[CH2:20])[OH:17]. (10) Given the reactants C[O-].[Na+].Cl.[NH2:5][OH:6].[C:7]([C:9]1[CH:10]=[CH:11][C:12]([Cl:15])=[N:13][CH:14]=1)#[N:8], predict the reaction product. The product is: [Cl:15][C:12]1[N:13]=[CH:14][C:9]([C:7](=[N:5][OH:6])[NH2:8])=[CH:10][CH:11]=1.